Dataset: Forward reaction prediction with 1.9M reactions from USPTO patents (1976-2016). Task: Predict the product of the given reaction. The product is: [O:1]=[C:2]1[N:6]([C:7]2[CH:16]=[C:15]3[C:10]([CH:11]=[C:12]([C:18]4[CH:23]=[CH:22][CH:21]=[CH:20][C:19]=4[C:24]([F:25])([F:26])[F:27])[NH:13][C:14]3=[O:17])=[CH:9][CH:8]=2)[CH2:5][CH:4]([C:28]([NH2:37])=[O:30])[O:3]1. Given the reactants [O:1]=[C:2]1[N:6]([C:7]2[CH:16]=[C:15]3[C:10]([CH:11]=[C:12]([C:18]4[CH:23]=[CH:22][CH:21]=[CH:20][C:19]=4[C:24]([F:27])([F:26])[F:25])[NH:13][C:14]3=[O:17])=[CH:9][CH:8]=2)[CH2:5][CH:4]([C:28]([OH:30])=O)[O:3]1.[NH4+].[OH-].[Cl-].COC1N=C(OC)N=C([N+]2(C)CCOCC2)[N:37]=1.O, predict the reaction product.